Dataset: HIV replication inhibition screening data with 41,000+ compounds from the AIDS Antiviral Screen. Task: Binary Classification. Given a drug SMILES string, predict its activity (active/inactive) in a high-throughput screening assay against a specified biological target. (1) The drug is ClCc1nn(-c2ccccc2)c(CCl)c1CCl. The result is 0 (inactive). (2) The compound is CC(C)C(Sc1nc(-c2ccccc2)c(-c2ccccc2)[nH]1)C(=O)NNC(=S)Nc1ccccc1. The result is 0 (inactive). (3) The compound is Cc1cc(S(=O)(=O)Nc2nc(N)nc(N3N=CCC3C)n2)c(SCC(=O)O)cc1Cl. The result is 0 (inactive). (4) The molecule is COc1nc(N)c(NC2OCC(O)C(O)C2O)c(=O)n1C. The result is 1 (active). (5) The compound is COC(=O)C(CC(=O)c1c[nH]c2ccccc12)c1c[nH]c2ccccc12. The result is 0 (inactive). (6) The drug is COc1cccc(N(CN2CC=CC2=O)C(C)=O)c1. The result is 0 (inactive). (7) The compound is NC(=O)C(=CNC(=S)Nc1cccc(C(F)(F)F)c1)C(N)=O. The result is 0 (inactive). (8) The drug is CC(NC(=O)CNC(=O)C(N)CO)C(=O)NC(CCC(N)=O)C(=O)NC(CCC(=O)O)C(=O)NC(C)C(=O)NC(CCCCN)C(=O)NC(CCC(=O)O)C(=O)NC(CCC(N)=O)C(=O)NC(CCCNC(=N)N)C(=O)NC(C(=O)NC(CC(N)=O)C(=O)NC(C)C(=O)NC(Cc1cnc[nH]1)C(=O)NC(CO)C(=O)O)C(C)O. The result is 0 (inactive). (9) The compound is O=C1Nc2ccccc2C1=NNC(=S)NCc1ccccn1. The result is 0 (inactive). (10) The drug is CCOC(=O)C(=Cc1ccco1)P(=O)(OCC)OCC. The result is 0 (inactive).